From a dataset of Full USPTO retrosynthesis dataset with 1.9M reactions from patents (1976-2016). Predict the reactants needed to synthesize the given product. (1) Given the product [ClH:28].[ClH:28].[C:2]1([C:1](=[N:23][NH:24][C:25](=[NH:26])[NH2:27])[CH2:9][CH2:10][C:11](=[N:23][NH:24][C:25](=[NH:27])[NH2:26])[C:12]2[CH:17]=[CH:16][CH:15]=[CH:14][CH:13]=2)[CH:7]=[CH:6][CH:5]=[CH:4][CH:3]=1, predict the reactants needed to synthesize it. The reactants are: [C:1]([CH2:9][CH2:10][C:11](=O)[C:12]1[CH:17]=[CH:16][CH:15]=[CH:14][CH:13]=1)(=O)[C:2]1[CH:7]=[CH:6][CH:5]=[CH:4][CH:3]=1.C(=O)(O)O.[NH2:23][NH:24][C:25]([NH2:27])=[NH:26].[ClH:28]. (2) Given the product [CH2:28]([NH:31][C:4]([C:6]1[N:7]([C:19]2[CH:24]=[CH:23][CH:22]=[CH:21][N:20]=2)[N:8]=[C:9]([C:11]2[CH:12]=[CH:13][C:14]([O:17][CH3:18])=[CH:15][CH:16]=2)[CH:10]=1)=[O:3])[CH2:29][CH3:30], predict the reactants needed to synthesize it. The reactants are: C([O:3][C:4]([C:6]1[N:7]([C:19]2[CH:24]=[CH:23][CH:22]=[CH:21][N:20]=2)[N:8]=[C:9]([C:11]2[CH:16]=[CH:15][C:14]([O:17][CH3:18])=[CH:13][CH:12]=2)[CH:10]=1)=O)C.C(O)C.[CH2:28]([NH2:31])[CH2:29][CH3:30]. (3) Given the product [NH2:1][C:2]1[CH:10]=[C:9]([F:11])[CH:8]=[CH:7][C:3]=1[C:4]([NH:25][CH:26]1[CH2:31][CH2:30][C:29](=[O:32])[NH:28][C:27]1=[O:33])=[O:6], predict the reactants needed to synthesize it. The reactants are: [NH2:1][C:2]1[CH:10]=[C:9]([F:11])[CH:8]=[CH:7][C:3]=1[C:4]([OH:6])=O.C1N=CN(C(N2C=NC=C2)=O)C=1.Cl.[NH2:25][CH:26]1[CH2:31][CH2:30][C:29](=[O:32])[NH:28][C:27]1=[O:33].C(=O)([O-])O.[Na+]. (4) Given the product [S:10]([N:20]1[C:28]2[N:27]=[CH:26][C:25]3[N:24]([CH:6]=[C:5]([C:4]([O:3][CH2:1][CH3:2])=[O:9])[N:29]=3)[C:23]=2[CH:22]=[CH:21]1)([C:13]1[CH:14]=[CH:15][C:16]([CH3:17])=[CH:18][CH:19]=1)(=[O:11])=[O:12], predict the reactants needed to synthesize it. The reactants are: [CH2:1]([O:3][C:4](=[O:9])[C:5](=O)[CH2:6]Br)[CH3:2].[S:10]([N:20]1[C:28]2[C:23](=[N:24][C:25]([NH2:29])=[CH:26][N:27]=2)[CH:22]=[CH:21]1)([C:13]1[CH:19]=[CH:18][C:16]([CH3:17])=[CH:15][CH:14]=1)(=[O:12])=[O:11].O1CCOCC1. (5) Given the product [NH2:4][CH2:5][C:6]([P:9](=[O:10])([OH:16])[OH:13])([CH3:8])[CH3:7], predict the reactants needed to synthesize it. The reactants are: CC#N.[NH2:4][CH2:5][C:6]([P:9](=[O:16])([O:13]CC)[O:10]CC)([CH3:8])[CH3:7].C[Si](Br)(C)C.